This data is from Reaction yield outcomes from USPTO patents with 853,638 reactions. The task is: Predict the reaction yield, written as a fraction of the theoretical maximum amount of product (1.0 means a 100% yield; for example, 0.34 means a 34% yield). (1) The reactants are [Cl:1][C:2]1[C:6]2=[N:7][CH:8]=[C:9]([C:11]([O:13]C)=[O:12])[CH:10]=[C:5]2[NH:4][CH:3]=1.Cl. The catalyst is O1CCOCC1. The product is [Cl:1][C:2]1[C:6]2=[N:7][CH:8]=[C:9]([C:11]([OH:13])=[O:12])[CH:10]=[C:5]2[NH:4][CH:3]=1. The yield is 1.00. (2) The reactants are [Si:1]([O:8][C@@H:9]1[C@@:29]2([CH3:30])[C:13](=[CH:14][CH:15]=[C:16]3[C@@H:28]2[CH2:27][CH2:26][C@@:25]2([CH3:31])[C@H:17]3[CH2:18][CH:19]=[C:20]2[C:21]([OH:24])([CH3:23])[CH3:22])[CH2:12][C@@H:11]([O:32][Si:33]([C:36]([CH3:39])([CH3:38])[CH3:37])([CH3:35])[CH3:34])[CH2:10]1)([C:4]([CH3:7])([CH3:6])[CH3:5])([CH3:3])[CH3:2].Br/[CH:41]=[CH:42]\[CH2:43][C:44]([CH2:55][CH3:56])([O:47][Si:48]([CH2:53][CH3:54])([CH2:51][CH3:52])[CH2:49][CH3:50])[CH2:45][CH3:46].[H-].[Na+].C1OCCOCCOCCOCCOC1. The catalyst is O1CCCC1. The product is [Si:1]([O:8][C@@H:9]1[C@@:29]2([CH3:30])[C:13](=[CH:14][CH:15]=[C:16]3[C@@H:28]2[CH2:27][CH2:26][C@@:25]2([CH3:31])[C@H:17]3[CH2:18][CH:19]=[C:20]2[C:21]([O:24]/[CH:41]=[CH:42]\[CH2:43][C:44]([CH2:55][CH3:56])([O:47][Si:48]([CH2:53][CH3:54])([CH2:49][CH3:50])[CH2:51][CH3:52])[CH2:45][CH3:46])([CH3:23])[CH3:22])[CH2:12][C@@H:11]([O:32][Si:33]([C:36]([CH3:39])([CH3:38])[CH3:37])([CH3:34])[CH3:35])[CH2:10]1)([C:4]([CH3:7])([CH3:6])[CH3:5])([CH3:3])[CH3:2]. The yield is 0.720.